From a dataset of NCI-60 drug combinations with 297,098 pairs across 59 cell lines. Regression. Given two drug SMILES strings and cell line genomic features, predict the synergy score measuring deviation from expected non-interaction effect. (1) Drug 1: C1=CN(C(=O)N=C1N)C2C(C(C(O2)CO)O)O.Cl. Drug 2: C1=NNC2=C1C(=O)NC=N2. Cell line: NCI-H322M. Synergy scores: CSS=7.24, Synergy_ZIP=-0.835, Synergy_Bliss=2.08, Synergy_Loewe=-7.07, Synergy_HSA=-0.297. (2) Synergy scores: CSS=24.6, Synergy_ZIP=-6.90, Synergy_Bliss=-1.89, Synergy_Loewe=-8.25, Synergy_HSA=0.835. Cell line: 786-0. Drug 1: CC1=C(N=C(N=C1N)C(CC(=O)N)NCC(C(=O)N)N)C(=O)NC(C(C2=CN=CN2)OC3C(C(C(C(O3)CO)O)O)OC4C(C(C(C(O4)CO)O)OC(=O)N)O)C(=O)NC(C)C(C(C)C(=O)NC(C(C)O)C(=O)NCCC5=NC(=CS5)C6=NC(=CS6)C(=O)NCCC[S+](C)C)O. Drug 2: COCCOC1=C(C=C2C(=C1)C(=NC=N2)NC3=CC=CC(=C3)C#C)OCCOC.Cl.